From a dataset of NCI-60 drug combinations with 297,098 pairs across 59 cell lines. Regression. Given two drug SMILES strings and cell line genomic features, predict the synergy score measuring deviation from expected non-interaction effect. (1) Drug 1: C1CC(=O)NC(=O)C1N2CC3=C(C2=O)C=CC=C3N. Drug 2: C1=NC2=C(N=C(N=C2N1C3C(C(C(O3)CO)O)O)F)N. Cell line: NCI-H322M. Synergy scores: CSS=-2.29, Synergy_ZIP=0.0790, Synergy_Bliss=-4.03, Synergy_Loewe=-4.70, Synergy_HSA=-5.79. (2) Drug 1: CC(C)(C#N)C1=CC(=CC(=C1)CN2C=NC=N2)C(C)(C)C#N. Drug 2: CCC1(C2=C(COC1=O)C(=O)N3CC4=CC5=C(C=CC(=C5CN(C)C)O)N=C4C3=C2)O.Cl. Cell line: UO-31. Synergy scores: CSS=14.7, Synergy_ZIP=-5.16, Synergy_Bliss=1.50, Synergy_Loewe=-9.09, Synergy_HSA=1.05. (3) Drug 1: CN(C)C1=NC(=NC(=N1)N(C)C)N(C)C. Drug 2: CC1=C(N=C(N=C1N)C(CC(=O)N)NCC(C(=O)N)N)C(=O)NC(C(C2=CN=CN2)OC3C(C(C(C(O3)CO)O)O)OC4C(C(C(C(O4)CO)O)OC(=O)N)O)C(=O)NC(C)C(C(C)C(=O)NC(C(C)O)C(=O)NCCC5=NC(=CS5)C6=NC(=CS6)C(=O)NCCC[S+](C)C)O. Cell line: NCIH23. Synergy scores: CSS=15.8, Synergy_ZIP=-4.97, Synergy_Bliss=-3.11, Synergy_Loewe=-14.4, Synergy_HSA=-2.90. (4) Drug 1: CC1C(C(CC(O1)OC2CC(CC3=C2C(=C4C(=C3O)C(=O)C5=C(C4=O)C(=CC=C5)OC)O)(C(=O)CO)O)N)O.Cl. Drug 2: CC1=C(N=C(N=C1N)C(CC(=O)N)NCC(C(=O)N)N)C(=O)NC(C(C2=CN=CN2)OC3C(C(C(C(O3)CO)O)O)OC4C(C(C(C(O4)CO)O)OC(=O)N)O)C(=O)NC(C)C(C(C)C(=O)NC(C(C)O)C(=O)NCCC5=NC(=CS5)C6=NC(=CS6)C(=O)NCCC[S+](C)C)O. Cell line: SN12C. Synergy scores: CSS=33.7, Synergy_ZIP=-13.5, Synergy_Bliss=-5.26, Synergy_Loewe=-6.73, Synergy_HSA=-0.454. (5) Drug 1: CC=C1C(=O)NC(C(=O)OC2CC(=O)NC(C(=O)NC(CSSCCC=C2)C(=O)N1)C(C)C)C(C)C. Drug 2: CC(C)CN1C=NC2=C1C3=CC=CC=C3N=C2N. Cell line: SW-620. Synergy scores: CSS=39.2, Synergy_ZIP=2.00, Synergy_Bliss=-2.62, Synergy_Loewe=-38.3, Synergy_HSA=-4.74. (6) Drug 1: C1=CC(=CC=C1C#N)C(C2=CC=C(C=C2)C#N)N3C=NC=N3. Drug 2: C1CC(C1)(C(=O)O)C(=O)O.[NH2-].[NH2-].[Pt+2]. Cell line: SF-539. Synergy scores: CSS=0.442, Synergy_ZIP=0.202, Synergy_Bliss=1.06, Synergy_Loewe=-1.07, Synergy_HSA=-1.79. (7) Drug 1: CCC(=C(C1=CC=CC=C1)C2=CC=C(C=C2)OCCN(C)C)C3=CC=CC=C3.C(C(=O)O)C(CC(=O)O)(C(=O)O)O. Synergy scores: CSS=2.07, Synergy_ZIP=0.234, Synergy_Bliss=1.26, Synergy_Loewe=0.320, Synergy_HSA=-0.426. Cell line: SK-MEL-5. Drug 2: C1=NNC2=C1C(=O)NC=N2.